The task is: Predict the reactants needed to synthesize the given product.. This data is from Full USPTO retrosynthesis dataset with 1.9M reactions from patents (1976-2016). (1) Given the product [ClH:23].[ClH:23].[NH2:1][C@@H:2]1[CH2:6][NH:5][C@H:4]([C:14]([N:16]2[CH2:20][CH2:19][CH2:18][C@H:17]2[C:21]#[N:22])=[O:15])[CH2:3]1, predict the reactants needed to synthesize it. The reactants are: [NH2:1][C@@H:2]1[CH2:6][N:5](C(OC(C)(C)C)=O)[C@H:4]([C:14]([N:16]2[CH2:20][CH2:19][CH2:18][C@H:17]2[C:21]#[N:22])=[O:15])[CH2:3]1.[ClH:23].O1CCOCC1. (2) Given the product [F:24][C:25]1[CH:26]=[C:27]([C:37](=[O:39])[CH3:38])[CH:28]=[CH:29][C:30]=1[N:31]1[CH2:36][CH2:35][N:34]([C:21]([C:11]2[CH:10]=[C:9]([S:6]([CH3:5])(=[O:7])=[O:8])[CH:14]=[CH:13][C:12]=2[C:15]2[CH:16]=[CH:17][CH:18]=[CH:19][CH:20]=2)=[O:23])[CH2:33][CH2:32]1, predict the reactants needed to synthesize it. The reactants are: C(Cl)CCl.[CH3:5][S:6]([C:9]1[CH:10]=[C:11]([C:21]([OH:23])=O)[C:12]([C:15]2[CH:20]=[CH:19][CH:18]=[CH:17][CH:16]=2)=[CH:13][CH:14]=1)(=[O:8])=[O:7].[F:24][C:25]1[CH:26]=[C:27]([C:37](=[O:39])[CH3:38])[CH:28]=[CH:29][C:30]=1[N:31]1[CH2:36][CH2:35][NH:34][CH2:33][CH2:32]1.N1CCNCC1.CCN(CC)CC. (3) Given the product [O:1]1[CH2:5][CH2:4][O:3][CH:2]1[CH2:6][N:7]1[CH2:8][CH2:9][CH:10]([CH2:13][CH2:14][C:15]2[C:19]3[CH:20]=[CH:21][C:22]([CH2:27][NH:28][CH2:29][C:30]4[CH:31]=[CH:32][C:33]([C:34]#[N:35])=[CH:36][CH:37]=4)=[C:23]([CH:24]=[O:38])[C:18]=3[O:17][N:16]=2)[CH2:11][CH2:12]1, predict the reactants needed to synthesize it. The reactants are: [O:1]1[CH2:5][CH2:4][O:3][CH:2]1[CH2:6][N:7]1[CH2:12][CH2:11][CH:10]([CH2:13][CH2:14][C:15]2[C:19]3[CH:20]=[CH:21][C:22]([CH2:27][NH:28][CH2:29][C:30]4[CH:37]=[CH:36][C:33]([C:34]#[N:35])=[CH:32][CH:31]=4)=[C:23](/[CH:24]=C/C)[C:18]=3[O:17][N:16]=2)[CH2:9][CH2:8]1.[O:38]1CCOC1CN1CCC(CCC2C3C=CC(CNCC4C=CC(C#N)=CC=4)=C(/C=C\C)C=3ON=2)CC1.N1C(C)=CC=CC=1C.I([O-])(=O)(=O)=O.[Na+]. (4) Given the product [I:10][C:9]1[CH:8]=[CH:7][CH:6]=[C:5]2[C:4]=1[C:3](=[O:13])[N:24]([CH:15]([CH3:14])[CH2:16][CH2:17][C:18]1[CH:23]=[CH:22][CH:21]=[CH:20][CH:19]=1)[CH2:11]2, predict the reactants needed to synthesize it. The reactants are: CO[C:3](=[O:13])[C:4]1[C:9]([I:10])=[CH:8][CH:7]=[CH:6][C:5]=1[CH2:11]Br.[CH3:14][CH:15]([NH2:24])[CH2:16][CH2:17][C:18]1[CH:23]=[CH:22][CH:21]=[CH:20][CH:19]=1.C([O-])([O-])=O.[K+].[K+].C(OCC)(=O)C. (5) Given the product [C:1]([C:3]1[CH:4]=[C:5]([CH:35]=[C:36]([O:38][CH3:39])[CH:37]=1)[C:6]([NH:8][C:9]1[C:10]([CH3:34])=[C:11]2[C:17]([C@@H:18]3[CH2:23][CH2:22][N:21]([C:24]([CH:26]4[CH2:30][CH2:29][CH2:28][CH2:27]4)=[O:25])[C:20]([CH3:31])([CH3:32])[CH2:19]3)=[CH:16][N:15]([CH3:33])[C:12]2=[N:13][CH:14]=1)=[O:7])#[N:2], predict the reactants needed to synthesize it. The reactants are: [C:1]([C:3]1[CH:4]=[C:5]([CH:35]=[C:36]([O:38][CH3:39])[CH:37]=1)[C:6]([NH:8][C:9]1[C:10]([CH3:34])=[C:11]2[C:17]([CH:18]3[CH2:23][CH2:22][N:21]([C:24]([CH:26]4[CH2:30][CH2:29][CH2:28][CH2:27]4)=[O:25])[C:20]([CH3:32])([CH3:31])[CH2:19]3)=[CH:16][N:15]([CH3:33])[C:12]2=[N:13][CH:14]=1)=[O:7])#[N:2].CC(O)C.N.O. (6) The reactants are: Cl[C:2]1[C:3]2[N:4]([N:8]=[C:9]([NH:11]C3C=C(C)C=C(C)C=3)[N:10]=2)[CH:5]=[CH:6][N:7]=1.C1(P(C2CCCCC2)[C:27]2C=CC=[CH:29][C:28]=2[C:33]2C=CC=[CH:35][C:34]=2[N:39](C)C)CCCCC1.[Cl:48][C:49]1[CH:50]=[C:51]([CH:53]=[CH:54][C:55]=1[S:56][C:57]1[N:58]([CH3:62])[CH:59]=[CH:60][N:61]=1)[NH2:52].O1[CH2:68][CH2:67]OCC1. Given the product [Cl:48][C:49]1[CH:50]=[C:51]([NH:52][C:2]2[C:3]3[N:4]([N:8]=[C:9]([NH:11][NH:39][C:34]4[CH:33]=[C:28]([CH3:29])[CH:27]=[C:67]([CH3:68])[CH:35]=4)[N:10]=3)[CH:5]=[CH:6][N:7]=2)[CH:53]=[CH:54][C:55]=1[S:56][C:57]1[N:58]([CH3:62])[CH:59]=[CH:60][N:61]=1, predict the reactants needed to synthesize it. (7) Given the product [CH2:33]([O:32][C:25]([C:26]1[O:45][C:43](=[O:44])[C:42]2[C:24]([CH:23]=1)=[CH:11][CH:10]=[CH:12][C:37]=2[O:38][CH2:49][O:48][CH3:52])=[O:31])[CH3:34], predict the reactants needed to synthesize it. The reactants are: C([Li])CCC.C(N[CH:10]([CH3:12])[CH3:11])(C)C.C(N([CH2:23][CH3:24])CCN(CC)CC)C.[C:25]([O:32][CH2:33][CH3:34])(=[O:31])[C:26](OCC)=O.C(O)(=O)C[C:37]([CH2:42][C:43]([OH:45])=[O:44])(C(O)=O)[OH:38].[O:48]1[CH2:52]CC[CH2:49]1.